This data is from Catalyst prediction with 721,799 reactions and 888 catalyst types from USPTO. The task is: Predict which catalyst facilitates the given reaction. (1) Reactant: [CH2:1]([O:8][CH2:9][C:10]1([CH2:14][C:15]#[N:16])[CH2:13][CH2:12][CH2:11]1)[C:2]1[CH:7]=[CH:6][CH:5]=[CH:4][CH:3]=1.C([S:19]P([O-])(OCC)=S)C.C(OCC)(=O)C. Product: [CH2:1]([O:8][CH2:9][C:10]1([CH2:14][C:15](=[S:19])[NH2:16])[CH2:11][CH2:12][CH2:13]1)[C:2]1[CH:7]=[CH:6][CH:5]=[CH:4][CH:3]=1. The catalyst class is: 30. (2) Reactant: [OH:1][C:2]1[CH:11]=[C:10]2[C:5]([CH:6]=[C:7]([C:13](=[S:15])[NH2:14])[C:8](=[O:12])[O:9]2)=[CH:4][CH:3]=1.N12CCCN=C1CCCCC2.Br[CH:28]([C:37](=O)[CH3:38])[C:29]([N:31]1[CH2:36][CH2:35][O:34][CH2:33][CH2:32]1)=[O:30].C1(C)C=CC(S([O-])(=O)=O)=CC=1.[NH+]1C=CC=CC=1. Product: [OH:1][C:2]1[CH:11]=[C:10]2[C:5]([CH:6]=[C:7]([C:13]3[S:15][C:28]([C:29]([N:31]4[CH2:36][CH2:35][O:34][CH2:33][CH2:32]4)=[O:30])=[C:37]([CH3:38])[N:14]=3)[C:8](=[O:12])[O:9]2)=[CH:4][CH:3]=1. The catalyst class is: 35. (3) Reactant: [Cl:1][CH2:2][C:3]([N:5]([CH2:16][C:17]([O:19]C(C)(C)C)=[O:18])[C:6]1[CH:11]=[CH:10][CH:9]=[C:8]([C:12]([F:15])([F:14])[F:13])[CH:7]=1)=[O:4].C(O)(C(F)(F)F)=O. Product: [Cl:1][CH2:2][C:3]([N:5]([CH2:16][C:17]([OH:19])=[O:18])[C:6]1[CH:11]=[CH:10][CH:9]=[C:8]([C:12]([F:13])([F:14])[F:15])[CH:7]=1)=[O:4]. The catalyst class is: 2. (4) Reactant: CC1C=CC(S(N[C@H:12]([C:23]([NH:25][CH2:26][CH2:27][CH2:28][CH2:29][C@H:30]([N:34]([S:39]([C:42]2[CH:47]=[CH:46][C:45]([CH3:48])=[CH:44][CH:43]=2)(=[O:41])=[O:40])[CH2:35][CH:36]([CH3:38])[CH3:37])[C:31]([OH:33])=[O:32])=S)[CH2:13][C:14]2[C:22]3[C:17](=[CH:18][CH:19]=[CH:20][CH:21]=3)[NH:16][CH:15]=2)(=O)=O)=CC=1.[N:49]#[C:50][NH2:51].[NH4+:52].[Cl-]. Product: [CH3:48][C:45]1[CH:46]=[CH:47][C:42]([S:39]([NH:52][C@H:12]([C:23]([NH:49][C:50]#[N:51])=[N:25][CH2:26][CH2:27][CH2:28][CH2:29][C@H:30]([N:34]([S:39]([C:42]2[CH:43]=[CH:44][C:45]([CH3:48])=[CH:46][CH:47]=2)(=[O:40])=[O:41])[CH2:35][CH:36]([CH3:37])[CH3:38])[C:31]([OH:33])=[O:32])[CH2:13][C:14]2[C:22]3[C:17](=[CH:18][CH:19]=[CH:20][CH:21]=3)[NH:16][CH:15]=2)(=[O:41])=[O:40])=[CH:43][CH:44]=1. The catalyst class is: 5. (5) Reactant: [CH2:1]([O:3][C:4](=[O:16])[NH:5][C:6]1[CH:11]=[CH:10][C:9]([N+:12]([O-])=O)=[CH:8][C:7]=1[Cl:15])[CH3:2].C(O)(=O)C. Product: [CH2:1]([O:3][C:4](=[O:16])[NH:5][C:6]1[CH:11]=[CH:10][C:9]([NH2:12])=[CH:8][C:7]=1[Cl:15])[CH3:2]. The catalyst class is: 7. (6) Reactant: [F:1][C:2]1[CH:7]=[CH:6][C:5]([C:8]2[N:9]=[C:10]([CH:13]([CH3:16])[CH2:14][NH2:15])[S:11][CH:12]=2)=[CH:4][CH:3]=1.[F:17][C:18]([F:34])([F:33])[C:19]1[O:23][N:22]=[C:21]([C:24]2[CH:25]=[C:26]([CH:30]=[CH:31][CH:32]=2)[C:27](O)=[O:28])[N:20]=1.Cl.CN(C)CCCN=C=NCC.ON1C2C=CC=CC=2N=N1.C(N(C(C)C)CC)(C)C. Product: [F:1][C:2]1[CH:3]=[CH:4][C:5]([C:8]2[N:9]=[C:10]([CH:13]([CH3:16])[CH2:14][NH:15][C:27](=[O:28])[C:26]3[CH:30]=[CH:31][CH:32]=[C:24]([C:21]4[N:20]=[C:19]([C:18]([F:34])([F:33])[F:17])[O:23][N:22]=4)[CH:25]=3)[S:11][CH:12]=2)=[CH:6][CH:7]=1. The catalyst class is: 4. (7) Reactant: [CH3:1][C:2]1[CH:7]=[CH:6][C:5]([S:8]([O:11][CH2:12][C:13]2([CH2:20][O:21][S:22]([C:25]3[CH:30]=[CH:29][C:28]([CH3:31])=[CH:27][CH:26]=3)(=[O:24])=[O:23])[CH2:18][CH2:17][C:16](=[O:19])[CH2:15][CH2:14]2)(=[O:10])=[O:9])=[CH:4][CH:3]=1.[CH3:32][O:33][C:34]1[CH:35]=[C:36]([Mg]Br)[CH:37]=[CH:38][CH:39]=1. Product: [CH3:1][C:2]1[CH:3]=[CH:4][C:5]([S:8]([O:11][CH2:12][C:13]2([CH2:20][O:21][S:22]([C:25]3[CH:26]=[CH:27][C:28]([CH3:31])=[CH:29][CH:30]=3)(=[O:24])=[O:23])[CH2:18][CH2:17][C:16]([OH:19])([C:38]3[CH:37]=[CH:36][CH:35]=[C:34]([O:33][CH3:32])[CH:39]=3)[CH2:15][CH2:14]2)(=[O:9])=[O:10])=[CH:6][CH:7]=1. The catalyst class is: 1.